This data is from Reaction yield outcomes from USPTO patents with 853,638 reactions. The task is: Predict the reaction yield, written as a fraction of the theoretical maximum amount of product (1.0 means a 100% yield; for example, 0.34 means a 34% yield). (1) The reactants are [CH3:1][N:2]([CH:10]1[CH2:15][CH2:14][N:13]([CH3:16])[CH2:12][CH2:11]1)[C:3]1[CH:8]=[CH:7][CH:6]=[C:5]([NH2:9])[N:4]=1.[Cl:17][C:18]1[CH:26]=[C:25]([F:27])[CH:24]=[CH:23][C:19]=1[C:20](Cl)=[O:21]. The catalyst is N1C=CC=CC=1. The product is [ClH:17].[Cl:17][C:18]1[CH:26]=[C:25]([F:27])[CH:24]=[CH:23][C:19]=1[C:20]([NH:9][C:5]1[CH:6]=[CH:7][CH:8]=[C:3]([N:2]([CH3:1])[CH:10]2[CH2:15][CH2:14][N:13]([CH3:16])[CH2:12][CH2:11]2)[N:4]=1)=[O:21]. The yield is 0.490. (2) The reactants are [Cl:1][C:2]1[C:7]([F:8])=[C:6]([F:9])[CH:5]=[CH:4][C:3]=1[CH2:10][NH:11][C:12]([CH:14]1[CH2:18][NH:17][C:16](=[O:19])[N:15]1[CH3:20])=[O:13].I[C:22]1[N:26]([CH3:27])[N:25]=[CH:24][CH:23]=1.P([O-])([O-])([O-])=O.[K+].[K+].[K+].CN(C)[C@@H]1CCCC[C@H]1N. The catalyst is O1CCOCC1.[Cu]I. The product is [Cl:1][C:2]1[C:7]([F:8])=[C:6]([F:9])[CH:5]=[CH:4][C:3]=1[CH2:10][NH:11][C:12]([CH:14]1[CH2:18][N:17]([C:22]2[N:26]([CH3:27])[N:25]=[CH:24][CH:23]=2)[C:16](=[O:19])[N:15]1[CH3:20])=[O:13]. The yield is 0.230. (3) The product is [NH:36]1[CH:40]=[CH:39][C:38]([C:7]2[CH:8]=[CH:9][C:10]3[N:11]([C:13]([C:16]4[CH:21]=[CH:20][C:19]([O:22][CH2:23][CH2:24][O:25][CH:26]5[CH2:31][CH2:30][CH2:29][CH2:28][O:27]5)=[CH:18][CH:17]=4)=[CH:14][N:15]=3)[CH:12]=2)=[CH:37]1. The catalyst is CC(P(C(C)(C)C)C1[CH-]C=CC=1)(C)C.CC(P(C(C)(C)C)C1[CH-]C=CC=1)(C)C.[Cl-].[Cl-].[Fe+2].[Pd+2].O. The reactants are CN(C)C=O.Cl[C:7]1[CH:8]=[CH:9][C:10]2[N:11]([C:13]([C:16]3[CH:21]=[CH:20][C:19]([O:22][CH2:23][CH2:24][O:25][CH:26]4[CH2:31][CH2:30][CH2:29][CH2:28][O:27]4)=[CH:18][CH:17]=3)=[CH:14][N:15]=2)[CH:12]=1.C([Si](C(C)C)(C(C)C)[N:36]1[CH:40]=[CH:39][C:38](B(O)O)=[CH:37]1)(C)C.C(=O)([O-])[O-].[K+].[K+]. The yield is 0.210. (4) The product is [ClH:20].[CH3:1][O:2][CH2:3][CH2:4][CH2:5][CH2:6][CH2:7][CH2:8][CH2:9][CH2:10][O:11][C:12]1[CH:17]=[CH:16][N:15]=[C:14]([S:18][CH2:21][C:22]2[NH:26][C:25]3[CH:27]=[CH:28][CH:29]=[CH:30][C:24]=3[N:23]=2)[C:13]=1[CH3:19]. The yield is 0.00650. The reactants are [CH3:1][O:2][CH2:3][CH2:4][CH2:5][CH2:6][CH2:7][CH2:8][CH2:9][CH2:10][O:11][C:12]1[CH:17]=[CH:16][NH:15][C:14](=[S:18])[C:13]=1[CH3:19].[Cl:20][CH2:21][C:22]1[NH:23][C:24]2[CH:30]=[CH:29][CH:28]=[CH:27][C:25]=2[N:26]=1.[OH-].[Na+]. The catalyst is C(O)C.